Task: Predict which catalyst facilitates the given reaction.. Dataset: Catalyst prediction with 721,799 reactions and 888 catalyst types from USPTO (1) Reactant: [NH2:1][C:2]1[C:7]([O:8][CH3:9])=[CH:6][CH:5]=[CH:4][N+:3]=1[NH2:10].[N+](C1C=CC(C(O)=O)=CC=1)([O-])=O.C1CCN2C(=NCCC2)CC1.[CH2:34]([O:36][C:37]([C:39]1([CH:42]=O)[CH2:41][CH2:40]1)=[O:38])[CH3:35]. Product: [CH2:34]([O:36][C:37]([C:39]1([C:42]2[N:1]=[C:2]3[C:7]([O:8][CH3:9])=[CH:6][CH:5]=[CH:4][N:3]3[N:10]=2)[CH2:41][CH2:40]1)=[O:38])[CH3:35]. The catalyst class is: 8. (2) Reactant: CC(OI1(OC(C)=O)(OC(C)=O)OC(=O)C2C=CC=CC1=2)=O.[Cl:23][C:24]1[CH:29]=[CH:28][N:27]=[C:26]([CH2:30][OH:31])[C:25]=1[CH2:32][O:33][CH:34]1[CH2:39][CH2:38][CH2:37][CH2:36][O:35]1. Product: [Cl:23][C:24]1[CH:29]=[CH:28][N:27]=[C:26]([CH:30]=[O:31])[C:25]=1[CH2:32][O:33][CH:34]1[CH2:39][CH2:38][CH2:37][CH2:36][O:35]1. The catalyst class is: 1. (3) Reactant: [OH:1][C:2]1[C:3](=[O:16])[CH:4]=[C:5]([CH2:8][O:9][CH:10]2[CH2:15][CH2:14][CH2:13][CH2:12][O:11]2)[O:6][CH:7]=1.C([O-])([O-])=O.[Cs+].[Cs+].[Br:23][CH2:24][C:25]1[CH:30]=[CH:29][C:28]([CH2:31]Br)=[CH:27][CH:26]=1. Product: [Br:23][CH2:24][C:25]1[CH:30]=[CH:29][C:28]([CH2:31][O:1][C:2]2[C:3](=[O:16])[CH:4]=[C:5]([CH2:8][O:9][CH:10]3[CH2:15][CH2:14][CH2:13][CH2:12][O:11]3)[O:6][CH:7]=2)=[CH:27][CH:26]=1. The catalyst class is: 3. (4) Reactant: Cl.[NH2:2][CH2:3][C:4]1[CH:5]=[C:6]2[C:10](=[CH:11][CH:12]=1)[C:9](=[O:13])[N:8]([CH:14]1[CH2:19][CH2:18][C:17](=[O:20])[NH:16][C:15]1=[O:21])[C:7]2=[O:22].[CH:23]1([N:29]=[C:30]=[O:31])[CH2:28][CH2:27][CH2:26][CH2:25][CH2:24]1.C(N(CC)CC)C. Product: [CH:23]1([NH:29][C:30]([NH:2][CH2:3][C:4]2[CH:5]=[C:6]3[C:10](=[CH:11][CH:12]=2)[C:9](=[O:13])[N:8]([CH:14]2[CH2:19][CH2:18][C:17](=[O:20])[NH:16][C:15]2=[O:21])[C:7]3=[O:22])=[O:31])[CH2:28][CH2:27][CH2:26][CH2:25][CH2:24]1. The catalyst class is: 1. (5) Product: [CH:55]([OH:58])=[O:57].[C:1]([C:5]1[CH:6]=[C:7]([NH:18][C:19]([NH:21][C@@H:22]2[C:31]3[C:26](=[CH:27][CH:28]=[CH:29][CH:30]=3)[C@H:25]([O:32][C:33]3[CH:34]=[CH:35][C:36]4[N:37]([C:39]([N:42]5[CH2:47][CH2:46][CH2:45][CH2:44][C@@H:43]5[CH3:48])=[N:40][N:41]=4)[CH:38]=3)[CH2:24][CH2:23]2)=[O:20])[N:8]([C:10]2[CH:15]=[CH:14][C:13]([CH2:16][N:49]3[CH2:54][CH2:53][CH2:52][CH2:51][CH2:50]3)=[CH:12][CH:11]=2)[N:9]=1)([CH3:2])([CH3:3])[CH3:4]. The catalyst class is: 2. Reactant: [C:1]([C:5]1[CH:6]=[C:7]([NH:18][C:19]([NH:21][C@@H:22]2[C:31]3[C:26](=[CH:27][CH:28]=[CH:29][CH:30]=3)[C@H:25]([O:32][C:33]3[CH:34]=[CH:35][C:36]4[N:37]([C:39]([N:42]5[CH2:47][CH2:46][CH2:45][CH2:44][C@@H:43]5[CH3:48])=[N:40][N:41]=4)[CH:38]=3)[CH2:24][CH2:23]2)=[O:20])[N:8]([C:10]2[CH:15]=[CH:14][C:13]([CH:16]=O)=[CH:12][CH:11]=2)[N:9]=1)([CH3:4])([CH3:3])[CH3:2].[NH:49]1[CH2:54][CH2:53][CH2:52][CH2:51][CH2:50]1.[C:55]([O:58][BH-](OC(=O)C)OC(=O)C)(=[O:57])C.[Na+].O. (6) Reactant: [F:1][C:2]([F:15])([F:14])[S:3]([O:6]S(C(F)(F)F)(=O)=O)(=[O:5])=[O:4].[Br:16][C:17]1[C:22]([CH3:23])=[CH:21][C:20](O)=[CH:19][C:18]=1[CH3:25].C(OCC)(=O)C. Product: [F:1][C:2]([F:15])([F:14])[S:3]([O:6][C:20]1[CH:21]=[C:22]([CH3:23])[C:17]([Br:16])=[C:18]([CH3:25])[CH:19]=1)(=[O:5])=[O:4]. The catalyst class is: 2.